Dataset: Peptide-MHC class I binding affinity with 185,985 pairs from IEDB/IMGT. Task: Regression. Given a peptide amino acid sequence and an MHC pseudo amino acid sequence, predict their binding affinity value. This is MHC class I binding data. (1) The peptide sequence is RIPAGKCPVF. The MHC is Mamu-A01 with pseudo-sequence Mamu-A01. The binding affinity (normalized) is 0.457. (2) The peptide sequence is FPTSCHMF. The MHC is HLA-B40:01 with pseudo-sequence HLA-B40:01. The binding affinity (normalized) is 0. (3) The peptide sequence is GTETKITFAL. The MHC is HLA-A02:01 with pseudo-sequence HLA-A02:01. The binding affinity (normalized) is 0.327. (4) The peptide sequence is SMTIREFPRK. The MHC is HLA-A11:01 with pseudo-sequence HLA-A11:01. The binding affinity (normalized) is 0.893.